From a dataset of Forward reaction prediction with 1.9M reactions from USPTO patents (1976-2016). Predict the product of the given reaction. Given the reactants [CH2:1]1[CH:5]2[CH2:6][NH:7][CH2:8][CH:4]2[CH2:3][N:2]1[C:9]1[CH:18]=[N:17][C:16]2[C:11](=[CH:12][CH:13]=[CH:14][CH:15]=2)[N:10]=1.[C:19]1([C:28]2[CH:33]=[CH:32][CH:31]=[CH:30][CH:29]=2)[C:20]([C:25](O)=[O:26])=[CH:21][CH:22]=[CH:23][CH:24]=1, predict the reaction product. The product is: [C:19]1([C:28]2[CH:33]=[CH:32][CH:31]=[CH:30][CH:29]=2)[CH:24]=[CH:23][CH:22]=[CH:21][C:20]=1[C:25]([N:7]1[CH2:6][CH:5]2[CH2:1][N:2]([C:9]3[CH:18]=[N:17][C:16]4[C:11](=[CH:12][CH:13]=[CH:14][CH:15]=4)[N:10]=3)[CH2:3][CH:4]2[CH2:8]1)=[O:26].